Dataset: Catalyst prediction with 721,799 reactions and 888 catalyst types from USPTO. Task: Predict which catalyst facilitates the given reaction. (1) Reactant: [CH2:1]([NH:8][N:9]=[CH:10][C:11](=[O:13])[CH3:12])[C:2]1[CH:7]=[CH:6][CH:5]=[CH:4][CH:3]=1.[C:14]([C:18]1[CH:23]=[CH:22][C:21]([C:24](=O)[CH:25]=[O:26])=[CH:20][CH:19]=1)([CH3:17])([CH3:16])[CH3:15]. Product: [C:14]([C:18]1[CH:23]=[CH:22][C:21]([C:24]2[N:8]([CH2:1][C:2]3[CH:3]=[CH:4][CH:5]=[CH:6][CH:7]=3)[N:9]=[C:10]([C:11](=[O:13])[CH3:12])[C:25]=2[OH:26])=[CH:20][CH:19]=1)([CH3:17])([CH3:16])[CH3:15]. The catalyst class is: 15. (2) Reactant: [OH:1][CH2:2][CH2:3][CH2:4][CH2:5][CH2:6][CH2:7][CH2:8][CH2:9][CH2:10][CH2:11][CH2:12][C:13]#[N:14].[H-].[Na+].I[CH3:18].[Cl-].[NH4+]. Product: [CH3:13][CH2:12][CH2:11][CH:10]([CH3:9])[CH3:18].[CH3:18][O:1][CH2:2][CH2:3][CH2:4][CH2:5][CH2:6][CH2:7][CH2:8][CH2:9][CH2:10][CH2:11][CH2:12][C:13]#[N:14]. The catalyst class is: 7. (3) Reactant: [F:1][C:2]1[CH:7]=[CH:6][C:5]([CH3:8])=[CH:4][C:3]=1[N:9]1[C:13]([OH:14])=[CH:12][C:11]([C:15]([O:17][CH2:18][CH3:19])=[O:16])=[N:10]1.C(N(CC)CC)C.C1C=CC(N([S:34]([C:37]([F:40])([F:39])[F:38])(=[O:36])=[O:35])[S:34]([C:37]([F:40])([F:39])[F:38])(=[O:36])=[O:35])=CC=1.O. Product: [F:1][C:2]1[CH:7]=[CH:6][C:5]([CH3:8])=[CH:4][C:3]=1[N:9]1[C:13]([O:14][S:34]([C:37]([F:40])([F:39])[F:38])(=[O:36])=[O:35])=[CH:12][C:11]([C:15]([O:17][CH2:18][CH3:19])=[O:16])=[N:10]1. The catalyst class is: 7. (4) Reactant: [C:1]([C:5]1[CH:9]=[C:8]([NH2:10])[NH:7][N:6]=1)([CH3:4])([CH3:3])[CH3:2].C(N(CC)CC)C.Cl[C:19]([C:32]1[CH:37]=[CH:36][CH:35]=[CH:34][CH:33]=1)([C:26]1[CH:31]=[CH:30][CH:29]=[CH:28][CH:27]=1)[C:20]1[CH:25]=[CH:24][CH:23]=[CH:22][CH:21]=1.C1(C)C=CC=CC=1. Product: [C:1]([C:5]1[CH:9]=[C:8]([NH:10][C:19]([C:20]2[CH:25]=[CH:24][CH:23]=[CH:22][CH:21]=2)([C:32]2[CH:33]=[CH:34][CH:35]=[CH:36][CH:37]=2)[C:26]2[CH:27]=[CH:28][CH:29]=[CH:30][CH:31]=2)[NH:7][N:6]=1)([CH3:4])([CH3:3])[CH3:2]. The catalyst class is: 96. (5) Reactant: [CH3:1][C:2]1([CH3:32])[C:10]2[CH:9]=[N:8][C:7]([NH:11][CH:12]3[CH2:17][CH2:16][O:15][CH2:14][CH2:13]3)=[N:6][C:5]=2[CH:4](C(OC)=O)[N:3]1C(OCC1C=CC=CC=1)=O. Product: [CH3:1][C:2]1([CH3:32])[C:10]2[CH:9]=[N:8][C:7]([NH:11][CH:12]3[CH2:17][CH2:16][O:15][CH2:14][CH2:13]3)=[N:6][C:5]=2[CH2:4][NH:3]1. The catalyst class is: 33. (6) Reactant: [CH3:1][O:2][C:3]([C:5]1[NH:6][C:7]2[C:12]([CH:13]=1)=[CH:11][C:10]([F:14])=[C:9]([O:15]CC1C=CC=CC=1)[CH:8]=2)=[O:4]. Product: [CH3:1][O:2][C:3]([C:5]1[NH:6][C:7]2[C:12]([CH:13]=1)=[CH:11][C:10]([F:14])=[C:9]([OH:15])[CH:8]=2)=[O:4]. The catalyst class is: 78. (7) Reactant: [F:1][C:2]1[CH:7]=[C:6]([F:8])[CH:5]=[CH:4][C:3]=1[C@@:9]([OH:32])([C@:11]([N:27]1[CH:31]=[N:30][CH:29]=[N:28]1)([S:13][CH:14]1[CH2:19][CH2:18][N:17](C(OC(C)(C)C)=O)[CH2:16][CH2:15]1)[CH3:12])[CH3:10].C(OCC)(=O)C.[ClH:39]. Product: [ClH:39].[ClH:39].[F:1][C:2]1[CH:7]=[C:6]([F:8])[CH:5]=[CH:4][C:3]=1[C@@:9]([OH:32])([C@:11]([N:27]1[CH:31]=[N:30][CH:29]=[N:28]1)([S:13][CH:14]1[CH2:19][CH2:18][NH:17][CH2:16][CH2:15]1)[CH3:12])[CH3:10]. The catalyst class is: 13. (8) Reactant: [OH-].[Na+].[C:3]([O:7][C:8]([NH:10][CH:11]([CH2:16][C:17]1[CH:22]=[CH:21][C:20]([O:23][CH3:24])=[CH:19][C:18]=1[OH:25])[C:12]([O:14]C)=[O:13])=[O:9])([CH3:6])([CH3:5])[CH3:4].Cl. Product: [C:3]([O:7][C:8]([NH:10][CH:11]([CH2:16][C:17]1[CH:22]=[CH:21][C:20]([O:23][CH3:24])=[CH:19][C:18]=1[OH:25])[C:12]([OH:14])=[O:13])=[O:9])([CH3:5])([CH3:6])[CH3:4]. The catalyst class is: 7. (9) Reactant: [C:1]([O:5][C:6]([N:8]1[CH2:13][CH2:12][N:11]([C:14]2[CH:15]=[N:16][C:17]([NH:20][C:21]3[N:22]=[CH:23][C:24]4[C:30]([CH3:31])=[C:29](Br)[C:28](=[O:33])[N:27]([CH:34]5[CH2:38][CH2:37][CH2:36][CH2:35]5)[C:25]=4[N:26]=3)=[CH:18][CH:19]=2)[CH2:10][CH2:9]1)=[O:7])([CH3:4])([CH3:3])[CH3:2].C([Sn](CCCC)(CCCC)[C:44]([O:46][CH2:47][CH3:48])=[CH2:45])CCC. Product: [C:1]([O:5][C:6]([N:8]1[CH2:13][CH2:12][N:11]([C:14]2[CH:15]=[N:16][C:17]([NH:20][C:21]3[N:22]=[CH:23][C:24]4[C:30]([CH3:31])=[C:29]([C:44]([O:46][CH2:47][CH3:48])=[CH2:45])[C:28](=[O:33])[N:27]([CH:34]5[CH2:38][CH2:37][CH2:36][CH2:35]5)[C:25]=4[N:26]=3)=[CH:18][CH:19]=2)[CH2:10][CH2:9]1)=[O:7])([CH3:4])([CH3:3])[CH3:2]. The catalyst class is: 109. (10) Reactant: [C:1](Cl)(=[O:3])[CH3:2].CC(N(C)C)=O.[NH2:11][C:12]1[CH:17]=[CH:16][C:15]([NH:18][C:19]([N:21]2[CH2:26][CH2:25][N:24]([C:27]3[CH:32]=[CH:31][C:30]([NH:33][C:34]([NH:36][C:37]4[CH:42]=[C:41]([CH3:43])[CH:40]=[CH:39][C:38]=4[O:44][CH3:45])=[O:35])=[CH:29][CH:28]=3)[CH2:23][CH2:22]2)=[O:20])=[C:14]([Cl:46])[CH:13]=1. Product: [C:1]([NH:11][C:12]1[CH:17]=[CH:16][C:15]([NH:18][C:19]([N:21]2[CH2:22][CH2:23][N:24]([C:27]3[CH:28]=[CH:29][C:30]([NH:33][C:34]([NH:36][C:37]4[CH:42]=[C:41]([CH3:43])[CH:40]=[CH:39][C:38]=4[O:44][CH3:45])=[O:35])=[CH:31][CH:32]=3)[CH2:25][CH2:26]2)=[O:20])=[C:14]([Cl:46])[CH:13]=1)(=[O:3])[CH3:2]. The catalyst class is: 13.